Dataset: Full USPTO retrosynthesis dataset with 1.9M reactions from patents (1976-2016). Task: Predict the reactants needed to synthesize the given product. (1) Given the product [N:15]1[CH:16]=[CH:17][CH:18]=[C:13]([N:9]2[C:10]3[C:6](=[CH:5][C:4]([NH2:1])=[CH:12][CH:11]=3)[CH:7]=[CH:8]2)[CH:14]=1, predict the reactants needed to synthesize it. The reactants are: [N+:1]([C:4]1[CH:5]=[C:6]2[C:10](=[CH:11][CH:12]=1)[N:9]([C:13]1[CH:14]=[N:15][CH:16]=[CH:17][CH:18]=1)[CH:8]=[CH:7]2)([O-])=O. (2) Given the product [I:30][C:16]1[N:17]=[C:13]2[CH:12]=[CH:11][CH:10]=[C:9]([C:6]3[CH:7]=[CH:8][C:3]([O:2][CH3:1])=[CH:4][CH:5]=3)[N:14]2[N:15]=1, predict the reactants needed to synthesize it. The reactants are: [CH3:1][O:2][C:3]1[CH:8]=[CH:7][C:6]([C:9]2[N:14]3[N:15]=[C:16](N)[N:17]=[C:13]3[CH:12]=[CH:11][CH:10]=2)=[CH:5][CH:4]=1.C1(C)C=CC(S(O)(=O)=O)=CC=1.[I-:30].[K+].N([O-])=O.[Na+]. (3) Given the product [C:1]([O-:13])(=[O:12])[CH2:2][C:3]([CH2:8][C:9]([O-:11])=[O:10])([C:5]([O-:7])=[O:6])[OH:4].[Ti+4:14].[C:1]([O-:13])(=[O:12])[CH2:2][C:3]([CH2:8][C:9]([O-:11])=[O:10])([C:5]([O-:7])=[O:6])[OH:4].[C:1]([O-:13])(=[O:12])[CH2:2][C:3]([CH2:8][C:9]([O-:11])=[O:10])([C:5]([O-:7])=[O:6])[OH:4].[C:1]([O-:13])(=[O:12])[CH2:2][C:3]([CH2:8][C:9]([O-:11])=[O:10])([C:5]([O-:7])=[O:6])[OH:4].[Ti+4:14].[Ti+4:14], predict the reactants needed to synthesize it. The reactants are: [C:1]([OH:13])(=[O:12])[CH2:2][C:3]([CH2:8][C:9]([OH:11])=[O:10])([C:5]([OH:7])=[O:6])[OH:4].[Ti:14]. (4) Given the product [NH2:1][C:2]1[CH:9]=[CH:8][C:7]([C:16]2[CH:15]=[CH:14][CH:13]=[C:12]([Cl:11])[CH:17]=2)=[CH:6][C:3]=1[C:4]#[N:5], predict the reactants needed to synthesize it. The reactants are: [NH2:1][C:2]1[CH:9]=[CH:8][C:7](Br)=[CH:6][C:3]=1[C:4]#[N:5].[Cl:11][C:12]1[CH:13]=[C:14](B(O)O)[CH:15]=[CH:16][CH:17]=1.